This data is from Forward reaction prediction with 1.9M reactions from USPTO patents (1976-2016). The task is: Predict the product of the given reaction. (1) Given the reactants [F:1][C:2]([F:27])([F:26])[C:3]1[CH:25]=[CH:24][CH:23]=[CH:22][C:4]=1[O:5][CH:6]1[CH2:11][CH2:10][N:9]([C:12]2[N:17]=[N:16][C:15]([C:18]([NH:20][NH2:21])=[O:19])=[CH:14][CH:13]=2)[CH2:8][CH2:7]1.C(N(CC)C(C)C)(C)C.[C:37](Cl)(=[O:39])[CH3:38], predict the reaction product. The product is: [C:37]([NH:21][NH:20][C:18]([C:15]1[N:16]=[N:17][C:12]([N:9]2[CH2:10][CH2:11][CH:6]([O:5][C:4]3[CH:22]=[CH:23][CH:24]=[CH:25][C:3]=3[C:2]([F:26])([F:1])[F:27])[CH2:7][CH2:8]2)=[CH:13][CH:14]=1)=[O:19])(=[O:39])[CH3:38]. (2) The product is: [F:1][C:2]1[C:3]([C:22]2[S:26][C:25]([C:27]3([OH:31])[CH2:30][CH2:29][CH2:28]3)=[N:24][CH:23]=2)=[C:4]2[CH:10]=[C:9]([C:36]3[CH:37]=[C:38]([O:42][CH3:43])[C:39]([O:40][CH3:41])=[C:34]([O:33][CH3:32])[CH:35]=3)[N:8]([S:12]([C:15]3[CH:21]=[CH:20][C:18]([CH3:19])=[CH:17][CH:16]=3)(=[O:14])=[O:13])[C:5]2=[N:6][CH:7]=1. Given the reactants [F:1][C:2]1[C:3]([C:22]2[S:26][C:25]([C:27]3([OH:31])[CH2:30][CH2:29][CH2:28]3)=[N:24][CH:23]=2)=[C:4]2[CH:10]=[C:9](I)[N:8]([S:12]([C:15]3[CH:21]=[CH:20][C:18]([CH3:19])=[CH:17][CH:16]=3)(=[O:14])=[O:13])[C:5]2=[N:6][CH:7]=1.[CH3:32][O:33][C:34]1[CH:35]=[C:36](B(O)O)[CH:37]=[C:38]([O:42][CH3:43])[C:39]=1[O:40][CH3:41].C(=O)(O)[O-], predict the reaction product. (3) Given the reactants [C:1]([C:5]1[C:6]([OH:15])=[C:7]([C:10]([CH3:14])=[C:11]([Cl:13])[CH:12]=1)[CH:8]=O)([CH3:4])([CH3:3])[CH3:2].[NH2:16][C:17]1[CH:25]=[CH:24][C:23]([F:26])=[CH:22][C:18]=1[C:19]([NH2:21])=[O:20], predict the reaction product. The product is: [C:1]([C:5]1[C:6]([OH:15])=[C:7]([C:8]2[NH:21][C:19](=[O:20])[C:18]3[C:17](=[CH:25][CH:24]=[C:23]([F:26])[CH:22]=3)[N:16]=2)[C:10]([CH3:14])=[C:11]([Cl:13])[CH:12]=1)([CH3:4])([CH3:3])[CH3:2]. (4) Given the reactants C=O.[NH2:3][C@@H:4]([CH2:8][OH:9])[C:5]([OH:7])=[O:6].[C:10]([O-])(O)=O.[Na+].Cl[C:16]([O:18][CH3:19])=[O:17], predict the reaction product. The product is: [CH3:19][O:18][C:16]([N:3]1[C@H:4]([C:5]([OH:7])=[O:6])[CH2:8][O:9][CH2:10]1)=[O:17].